Dataset: Forward reaction prediction with 1.9M reactions from USPTO patents (1976-2016). Task: Predict the product of the given reaction. (1) Given the reactants Br[CH2:2][C:3]1[CH:8]=[CH:7][C:6]([CH:9]([CH3:14])[C:10]([O:12]C)=[O:11])=[C:5]([F:15])[CH:4]=1.[O:16]1[CH:20]=[CH:19][CH:18]=[C:17]1B(O)O.C(=O)([O-])[O-].[Na+].[Na+].CCOCC, predict the reaction product. The product is: [F:15][C:5]1[CH:4]=[C:3]([CH2:2][C:17]2[O:16][CH:20]=[CH:19][CH:18]=2)[CH:8]=[CH:7][C:6]=1[CH:9]([CH3:14])[C:10]([OH:12])=[O:11]. (2) Given the reactants [CH3:1][C@H:2]1[C@@H:6]([C:7]2[N:11]3[C:12]4[CH:18]=[CH:17][N:16](COCC[Si](C)(C)C)[C:13]=4[N:14]=[CH:15][C:10]3=[N:9][N:8]=2)[CH2:5][C@@H:4]([CH2:27][CH2:28][C:29]#[N:30])[CH2:3]1.C(O)(C(F)(F)F)=O.[OH-].[NH4+].O, predict the reaction product. The product is: [CH3:1][C@H:2]1[C@@H:6]([C:7]2[N:11]3[C:12]4[CH:18]=[CH:17][NH:16][C:13]=4[N:14]=[CH:15][C:10]3=[N:9][N:8]=2)[CH2:5][C@@H:4]([CH2:27][CH2:28][C:29]#[N:30])[CH2:3]1. (3) Given the reactants [Cl:1][C:2]1[N:3]=[N:4][C:5]([N:8]2[CH2:13][CH2:12][NH:11][CH2:10][CH2:9]2)=[CH:6][CH:7]=1.C1([O:20][C:21]([O:23][CH2:24][C:25]([O:27][CH2:28][CH3:29])=[O:26])=O)C=CC=CC=1, predict the reaction product. The product is: [Cl:1][C:2]1[N:3]=[N:4][C:5]([N:8]2[CH2:9][CH2:10][N:11]([C:21]([O:23][CH2:24][C:25]([O:27][CH2:28][CH3:29])=[O:26])=[O:20])[CH2:12][CH2:13]2)=[CH:6][CH:7]=1. (4) Given the reactants Br[C:2]1[CH:7]=[CH:6][CH:5]=[CH:4][CH:3]=1.[NH:8]1[CH2:13][CH2:12][O:11][CH2:10][CH2:9]1.C(O[K])(C)(C)C, predict the reaction product. The product is: [C:2]1([N:8]2[CH2:13][CH2:12][O:11][CH2:10][CH2:9]2)[CH:7]=[CH:6][CH:5]=[CH:4][CH:3]=1. (5) The product is: [Br:1][C:8]1[CH:9]=[CH:10][C:5]([O:4][CH3:3])=[N:6][CH:7]=1. Given the reactants [Br:1]Br.[CH3:3][O:4][C:5]1[CH:10]=[CH:9][CH:8]=[CH:7][N:6]=1.[OH-].[Na+], predict the reaction product. (6) Given the reactants C[O:2][C:3]([C:5]1[NH:6][C:7]2[C:12]([CH:13]=1)=[C:11]([CH3:14])[CH:10]=[CH:9][CH:8]=2)=[O:4].Br[CH2:16][C:17]1[C:26]2[C:21](=[CH:22][CH:23]=[CH:24][CH:25]=2)[CH:20]=[CH:19][CH:18]=1, predict the reaction product. The product is: [CH3:14][C:11]1[CH:10]=[CH:9][CH:8]=[C:7]2[C:12]=1[CH:13]=[C:5]([C:3]([OH:2])=[O:4])[N:6]2[CH2:16][C:17]1[C:26]2[C:21](=[CH:22][CH:23]=[CH:24][CH:25]=2)[CH:20]=[CH:19][CH:18]=1.